Dataset: Full USPTO retrosynthesis dataset with 1.9M reactions from patents (1976-2016). Task: Predict the reactants needed to synthesize the given product. (1) Given the product [OH:10][CH2:11][C@H:12]([CH3:39])[O:13][C:14]1[CH:29]=[C:28]([CH:27]=[C:16]([O:17][C:18]2[CH:26]=[CH:25][C:21]([C:22]([N:54]3[CH2:49][CH2:50][CH2:51][CH2:52][CH2:53]3)=[O:24])=[CH:20][CH:19]=2)[CH:15]=1)[C:30]([NH:32][C:33]1[CH:37]=[CH:36][N:35]([CH3:38])[N:34]=1)=[O:31], predict the reactants needed to synthesize it. The reactants are: CCN(C(C)C)C(C)C.[OH:10][CH2:11][C@H:12]([CH3:39])[O:13][C:14]1[CH:15]=[C:16]([CH:27]=[C:28]([C:30]([NH:32][C:33]2[CH:37]=[CH:36][N:35]([CH3:38])[N:34]=2)=[O:31])[CH:29]=1)[O:17][C:18]1[CH:26]=[CH:25][C:21]([C:22]([OH:24])=O)=[CH:20][CH:19]=1.CN(C(ON1N=N[C:50]2[CH:51]=[CH:52][CH:53]=[N:54][C:49]1=2)=[N+](C)C)C.F[P-](F)(F)(F)(F)F.N1CCCCC1. (2) Given the product [NH2:1][C:2]1[C:3]2[C:10]([C:11]#[CH:12])=[CH:9][N:8]([C@@H:17]3[O:22][C@H:21]([CH2:23][OH:24])[C@@H:19]([OH:20])[CH2:18]3)[C:4]=2[N:5]=[CH:6][N:7]=1, predict the reactants needed to synthesize it. The reactants are: [NH2:1][C:2]1[C:3]2[C:10]([C:11]#[C:12][Si](C)(C)C)=[CH:9][N:8]([C@@H:17]3[O:22][C@H:21]([CH2:23][OH:24])[C@@H:19]([OH:20])[CH2:18]3)[C:4]=2[N:5]=[CH:6][N:7]=1.C([O-])([O-])=O.[K+].[K+]. (3) Given the product [ClH:28].[ClH:28].[ClH:28].[F:1][C:2]1[CH:7]=[CH:6][C:5](/[C:8](/[NH:21][C@H:22]2[CH2:26][CH2:25][NH:24][CH2:23]2)=[C:9]2\[C:10](=[O:20])[N:11]=[C:12]([N:14]3[CH2:19][CH2:18][CH2:17][CH2:16][NH:15]3)[S:13]\2)=[C:4]([OH:27])[CH:3]=1, predict the reactants needed to synthesize it. The reactants are: [F:1][C:2]1[CH:7]=[CH:6][C:5](/[C:8](/[NH:21][C@H:22]2[CH2:26][CH2:25][NH:24][CH2:23]2)=[C:9]2\[C:10](=[O:20])[N:11]=[C:12]([N:14]3[CH2:19][CH2:18][CH2:17][CH2:16][NH:15]3)[S:13]\2)=[C:4]([OH:27])[CH:3]=1.[ClH:28].O1CCOCC1. (4) Given the product [F:15][C:16]1[CH:22]=[C:21]([F:23])[CH:20]=[CH:19][C:17]=1[NH:18][C:9]([C:4]1[CH:3]=[CH:2][NH:1][N:5]=1)=[O:10], predict the reactants needed to synthesize it. The reactants are: [N:1]1[N:5]2[C:9](=[O:10])[C:4]3[N:5]([N:1]=[CH:2][CH:3]=3)[C:9](=[O:10])[C:4]2=[CH:3][CH:2]=1.[F:15][C:16]1[CH:22]=[C:21]([F:23])[CH:20]=[CH:19][C:17]=1[NH2:18]. (5) Given the product [OH:30][CH2:29][CH:28]([NH:27][C:22]([C:20]1[CH:21]=[C:12]([C:4]2[CH:5]=[CH:6][C:7]([C:8](=[O:11])[NH:9][CH3:10])=[C:2]([Cl:1])[CH:3]=2)[CH:13]=[C:14]2[C:19]=1[O:18][C:17]([CH3:26])([CH3:25])[CH:16]=[CH:15]2)=[O:24])[CH2:31][C:32]1[C:40]2[C:35](=[N:36][CH:37]=[CH:38][CH:39]=2)[NH:34][CH:33]=1, predict the reactants needed to synthesize it. The reactants are: [Cl:1][C:2]1[CH:3]=[C:4]([C:12]2[CH:13]=[C:14]3[C:19](=[C:20]([C:22]([OH:24])=O)[CH:21]=2)[O:18][C:17]([CH3:26])([CH3:25])[CH:16]=[CH:15]3)[CH:5]=[CH:6][C:7]=1[C:8](=[O:11])[NH:9][CH3:10].[NH2:27][CH:28]([CH2:31][C:32]1[C:40]2[C:35](=[N:36][CH:37]=[CH:38][CH:39]=2)[NH:34][CH:33]=1)[CH2:29][OH:30].C1C=CC2N(O)N=NC=2C=1.CCN=C=NCCCN(C)C. (6) Given the product [CH3:47][C:48]([CH3:53])([CH3:52])[CH2:49][CH2:50][NH:51][CH2:37][C:39]1[S:43][C:42]([B:44]([OH:46])[OH:45])=[CH:41][CH:40]=1, predict the reactants needed to synthesize it. The reactants are: C(C(CC)CNCC1SC(C2C=C3C(=C(C(N)=O)C=2)NC=C3C2CCN(S(CC)(=O)=O)CC2)=CC=1)C.[CH:37]([C:39]1[S:43][C:42]([B:44]([OH:46])[OH:45])=[CH:41][CH:40]=1)=O.[CH3:47][C:48]([CH3:53])([CH3:52])[CH2:49][CH2:50][NH2:51].[BH3-]C#N.[Na+].